This data is from Full USPTO retrosynthesis dataset with 1.9M reactions from patents (1976-2016). The task is: Predict the reactants needed to synthesize the given product. (1) Given the product [C:36]([C:37]1[CH:38]=[C:8]([C:7](=[O:19])[C:6]2[CH:5]=[CH:4][C:3]([CH3:2])=[CH:21][CH:20]=2)[N:9]2[C:18]3[C:13](=[CH:14][CH:15]=[CH:16][CH:17]=3)[CH:12]=[CH:11][C:10]=12)#[N:39], predict the reactants needed to synthesize it. The reactants are: [Br-].[CH3:2][C:3]1[CH:21]=[CH:20][C:6]([C:7](=[O:19])[CH2:8][N+:9]2[C:18]3[C:13](=[CH:14][CH:15]=[CH:16][CH:17]=3)[CH:12]=[CH:11][CH:10]=2)=[CH:5][CH:4]=1.[Cr](O[Cr]([O-])(=O)=O)([O-])(=O)=O.C(=O)(O)[O-].[Na+].[C:36](#[N:39])[CH:37]=[CH2:38]. (2) Given the product [CH3:27][C:28]1[CH:34]=[CH:33][CH:32]=[C:31]([CH3:35])[C:29]=1[NH:30][C:16]1[CH:15]=[C:14]([C:19]([F:21])([F:22])[F:20])[C:13]2[N:12]([CH3:23])[C@H:11]3[CH2:24][CH2:25][NH:8][CH2:9][C@H:10]3[C:18]=2[CH:17]=1, predict the reactants needed to synthesize it. The reactants are: C(OC([N:8]1[CH2:25][CH2:24][C@@H:11]2[N:12]([CH3:23])[C:13]3[C:14]([C:19]([F:22])([F:21])[F:20])=[CH:15][CH:16]=[CH:17][C:18]=3[C@H:10]2[CH:9]1Br)=O)(C)(C)C.[CH3:27][C:28]1[CH:34]=[CH:33][CH:32]=[C:31]([CH3:35])[C:29]=1[NH2:30]. (3) Given the product [I:26][C:23]1[CH:24]=[C:25]2[C:20](=[CH:21][CH:22]=1)[N:19]=[CH:18][N:17]=[C:16]2[N:2]([CH3:1])[C:3]1[CH:4]=[CH:5][C:6]([N:9]2[CH2:14][CH2:13][O:12][CH2:11][CH2:10]2)=[CH:7][CH:8]=1, predict the reactants needed to synthesize it. The reactants are: [CH3:1][NH:2][C:3]1[CH:8]=[CH:7][C:6]([N:9]2[CH2:14][CH2:13][O:12][CH2:11][CH2:10]2)=[CH:5][CH:4]=1.Cl[C:16]1[C:25]2[C:20](=[CH:21][CH:22]=[C:23]([I:26])[CH:24]=2)[N:19]=[CH:18][N:17]=1. (4) Given the product [CH3:14][CH:13]([N:16]1[C:20]2[N:21]=[C:22]([C:31]3[CH:37]=[CH:36][C:34]([NH:35][C:2]([NH:45][C:46]4[CH:47]=[CH:48][C:49]([C:52]([N:54]5[CH2:55][CH2:56][N:57]([CH3:60])[CH2:58][CH2:59]5)=[O:53])=[CH:50][CH:51]=4)=[O:4])=[CH:33][CH:32]=3)[N:23]=[C:24]([N:25]3[CH2:30][CH2:29][O:28][CH2:27][CH2:26]3)[C:19]=2[N:18]=[N:17]1)[CH3:15], predict the reactants needed to synthesize it. The reactants are: Cl[C:2](Cl)([O:4]C(=O)OC(Cl)(Cl)Cl)Cl.[CH:13]([N:16]1[C:20]2[N:21]=[C:22]([C:31]3[CH:37]=[CH:36][C:34]([NH2:35])=[CH:33][CH:32]=3)[N:23]=[C:24]([N:25]3[CH2:30][CH2:29][O:28][CH2:27][CH2:26]3)[C:19]=2[N:18]=[N:17]1)([CH3:15])[CH3:14].CCN(CC)CC.[NH2:45][C:46]1[CH:51]=[CH:50][C:49]([C:52]([N:54]2[CH2:59][CH2:58][N:57]([CH3:60])[CH2:56][CH2:55]2)=[O:53])=[CH:48][CH:47]=1. (5) Given the product [Br:2][C:3]1[CH:7]=[C:6]([C:8]2([O:12][CH3:13])[CH2:11][N:10]([S:23]([CH3:22])(=[O:25])=[O:24])[CH2:9]2)[N:5]([CH3:14])[N:4]=1, predict the reactants needed to synthesize it. The reactants are: Cl.[Br:2][C:3]1[CH:7]=[C:6]([C:8]2([O:12][CH3:13])[CH2:11][NH:10][CH2:9]2)[N:5]([CH3:14])[N:4]=1.C(N(CC)CC)C.[CH3:22][S:23](Cl)(=[O:25])=[O:24].C(=O)([O-])O.[Na+].